This data is from Peptide-MHC class II binding affinity with 134,281 pairs from IEDB. The task is: Regression. Given a peptide amino acid sequence and an MHC pseudo amino acid sequence, predict their binding affinity value. This is MHC class II binding data. (1) The peptide sequence is PAADKFKTFEAAFTS. The MHC is HLA-DPA10201-DPB10501 with pseudo-sequence HLA-DPA10201-DPB10501. The binding affinity (normalized) is 0.341. (2) The peptide sequence is IVPPADKYRTFVATF. The MHC is DRB1_1302 with pseudo-sequence DRB1_1302. The binding affinity (normalized) is 0.107. (3) The peptide sequence is LENDNQLLYNYPGAL. The MHC is HLA-DQA10102-DQB10502 with pseudo-sequence HLA-DQA10102-DQB10502. The binding affinity (normalized) is 0.354.